From a dataset of Catalyst prediction with 721,799 reactions and 888 catalyst types from USPTO. Predict which catalyst facilitates the given reaction. (1) Reactant: Br[CH2:2][C:3]([N:5]([CH2:13][C:14]1[CH:19]=[CH:18][C:17]([F:20])=[CH:16][C:15]=1[F:21])[CH2:6][CH2:7][CH2:8][CH2:9][CH2:10][CH2:11][CH3:12])=[O:4].[CH2:22]([OH:33])[CH2:23][C:24]1[CH:32]=[CH:31][C:29]([OH:30])=[C:26]([O:27][CH3:28])[CH:25]=1.C(=O)([O-])[O-].[K+].[K+]. Product: [F:21][C:15]1[CH:16]=[C:17]([F:20])[CH:18]=[CH:19][C:14]=1[CH2:13][N:5]([CH2:6][CH2:7][CH2:8][CH2:9][CH2:10][CH2:11][CH3:12])[C:3](=[O:4])[CH2:2][O:30][C:29]1[CH:31]=[CH:32][C:24]([CH2:23][CH2:22][OH:33])=[CH:25][C:26]=1[O:27][CH3:28]. The catalyst class is: 10. (2) Reactant: [C:1]([O:5][C:6](=[O:26])[NH:7][C:8]1[CH:13]=[C:12]([O:14][CH2:15][CH2:16][O:17][CH3:18])[C:11]([C:19]([F:22])([F:21])[F:20])=[CH:10][C:9]=1[N+:23]([O-])=O)([CH3:4])([CH3:3])[CH3:2]. Product: [C:1]([O:5][C:6](=[O:26])[NH:7][C:8]1[CH:13]=[C:12]([O:14][CH2:15][CH2:16][O:17][CH3:18])[C:11]([C:19]([F:22])([F:21])[F:20])=[CH:10][C:9]=1[NH2:23])([CH3:4])([CH3:2])[CH3:3]. The catalyst class is: 45. (3) Reactant: [F:1][C:2]1[CH:7]=[CH:6][CH:5]=[CH:4][C:3]=1[S:8]([N:11]1[C:19]2[C:14](=[C:15]([OH:20])[CH:16]=[CH:17][CH:18]=2)[CH:13]=[CH:12]1)(=[O:10])=[O:9].[C:21](#[N:23])[CH3:22].C(=O)([O-])[O-].[K+].[K+].ICC#N. Product: [F:1][C:2]1[CH:7]=[CH:6][CH:5]=[CH:4][C:3]=1[S:8]([N:11]1[C:19]2[C:14](=[C:15]([O:20][CH2:22][C:21]#[N:23])[CH:16]=[CH:17][CH:18]=2)[CH:13]=[CH:12]1)(=[O:9])=[O:10]. The catalyst class is: 28. (4) Reactant: Br[C:2]1[N:7]=[CH:6][C:5]([NH:8][C:9](=[O:15])[O:10][C:11]([CH3:14])([CH3:13])[CH3:12])=[CH:4][CH:3]=1.C[Sn](C)C.C[Sn](C)C.Br[C:25]1[CH:26]=[N:27][CH:28]=[C:29]([CH:35]=1)[C:30]([O:32][CH2:33][CH3:34])=[O:31]. Product: [C:11]([O:10][C:9]([NH:8][C:5]1[CH:4]=[CH:3][C:2]([C:25]2[CH:26]=[N:27][CH:28]=[C:29]([C:30]([O:32][CH2:33][CH3:34])=[O:31])[CH:35]=2)=[N:7][CH:6]=1)=[O:15])([CH3:14])([CH3:13])[CH3:12]. The catalyst class is: 38. (5) Reactant: [CH:1]([C:4]1[S:5][CH:6]=[C:7]([C:9]([N:11]2[CH2:16][C:15]3([CH2:21][CH2:20][N:19](C(OC(C)(C)C)=O)[CH2:18][CH2:17]3)[O:14][CH2:13][CH2:12]2)=[O:10])[N:8]=1)([CH3:3])[CH3:2].[F:29][C:30]([F:35])([F:34])[C:31]([OH:33])=[O:32]. Product: [F:29][C:30]([F:35])([F:34])[C:31]([OH:33])=[O:32].[CH:1]([C:4]1[S:5][CH:6]=[C:7]([C:9]([N:11]2[CH2:16][C:15]3([CH2:17][CH2:18][NH:19][CH2:20][CH2:21]3)[O:14][CH2:13][CH2:12]2)=[O:10])[N:8]=1)([CH3:3])[CH3:2]. The catalyst class is: 2. (6) Reactant: Br[C:2]1[CH:3]=[C:4]([O:9][CH3:10])[C:5]([Cl:8])=[N:6][CH:7]=1.[Cl:11][C:12]1[C:17]([F:18])=[CH:16][CH:15]=[C:14]([Cl:19])[C:13]=1[C@H:20]([O:22][C:23]1[C:24]([NH2:38])=[N:25][CH:26]=[C:27](B2OC(C)(C)C(C)(C)O2)[CH:28]=1)[CH3:21].C([O-])([O-])=O.[Cs+].[Cs+]. Product: [Cl:8][C:5]1[N:6]=[CH:7][C:2]([C:27]2[CH:26]=[N:25][C:24]([NH2:38])=[C:23]([O:22][C@@H:20]([C:13]3[C:14]([Cl:19])=[CH:15][CH:16]=[C:17]([F:18])[C:12]=3[Cl:11])[CH3:21])[CH:28]=2)=[CH:3][C:4]=1[O:9][CH3:10]. The catalyst class is: 77. (7) Reactant: C[O:2][C:3]1[CH:8]=[CH:7][C:6]([CH2:9][C:10](=[O:37])[CH2:11][NH:12][C:13]2[N:18]([CH3:19])[C:17](=[O:20])[C:16]([C:21]3[CH:30]=[CH:29][C:28]4[C:23](=[CH:24][CH:25]=[CH:26][CH:27]=4)[CH:22]=3)=[C:15]([C:31]3[CH:36]=[CH:35][N:34]=[CH:33][CH:32]=3)[N:14]=2)=[CH:5][CH:4]=1.B(Br)(Br)Br.[2H]C([2H])([2H])C#N.[2H]O[2H]. Product: [OH:2][C:3]1[CH:8]=[CH:7][C:6]([CH2:9][C:10](=[O:37])[CH2:11][NH:12][C:13]2[N:18]([CH3:19])[C:17](=[O:20])[C:16]([C:21]3[CH:30]=[CH:29][C:28]4[C:23](=[CH:24][CH:25]=[CH:26][CH:27]=4)[CH:22]=3)=[C:15]([C:31]3[CH:32]=[CH:33][N:34]=[CH:35][CH:36]=3)[N:14]=2)=[CH:5][CH:4]=1. The catalyst class is: 4.